The task is: Predict the product of the given reaction.. This data is from Forward reaction prediction with 1.9M reactions from USPTO patents (1976-2016). (1) Given the reactants [C:1]([C:3]1[CH:8]=[CH:7][C:6]([CH:9]2[C:18]3[C:17](=[O:19])[CH2:16][CH2:15][CH2:14][C:13]=3[N:12]([C:20]3[CH:25]=[CH:24][CH:23]=[C:22]([C:26]([F:29])([F:28])[F:27])[CH:21]=3)[C:11](=[O:30])[N:10]2[S:31]([CH2:34][CH2:35][CH2:36][C:37]([OH:39])=[O:38])(=[O:33])=[O:32])=[CH:5][CH:4]=1)#[N:2].C(C1C=CC(C2C(C#N)=C(C3C4C(=O)CCCC=4N(C4C=CC=C(C(F)(F)F)C=4)C(=O)N3[S:76]([C:79]3C=C(C(OC)=O)SC=3)(=O)=O)C=CC=2)=CC=1)#N, predict the reaction product. The product is: [C:1]([C:3]1[CH:8]=[CH:7][C:6]([CH:9]2[C:18]3[C:17](=[O:19])[CH2:16][CH2:15][CH2:14][C:13]=3[N:12]([C:20]3[CH:25]=[CH:24][CH:23]=[C:22]([C:26]([F:27])([F:29])[F:28])[CH:21]=3)[C:11](=[O:30])[N:10]2[S:31]([C:34]2[CH:35]=[C:36]([C:37]([OH:39])=[O:38])[S:76][CH:79]=2)(=[O:32])=[O:33])=[CH:5][CH:4]=1)#[N:2]. (2) Given the reactants [NH2:1][C:2]1C=C(OC)C=C[C:3]=1C1CCCC2C=C(O)C=CC=2C1.[Si:22]([O:29][C:30]1[CH:31]=[CH:32][C:33]2[CH2:39][CH:38]([C:40]3[CH:45]=[CH:44][C:43]([O:46][CH3:47])=[CH:42][C:41]=3N)[CH2:37][CH2:36][CH2:35][C:34]=2[CH:49]=1)([C:25]([CH3:28])([CH3:27])[CH3:26])([CH3:24])[CH3:23], predict the reaction product. The product is: [Si:22]([O:29][C:30]1[CH:31]=[CH:32][C:33]2[CH2:39][CH:38]([C:40]3[CH:45]=[CH:44][C:43]([O:46][CH3:47])=[CH:42][C:41]=3[CH2:3][CH2:2][NH2:1])[CH2:37][CH2:36][CH2:35][C:34]=2[CH:49]=1)([C:25]([CH3:28])([CH3:26])[CH3:27])([CH3:23])[CH3:24]. (3) Given the reactants Br[C:2]1[CH:7]=[CH:6][C:5]([Br:8])=[CH:4][N:3]=1.[CH3:9][S:10]([CH3:13])(=[NH:12])=[O:11].C([O-])([O-])=O.[Cs+].[Cs+], predict the reaction product. The product is: [Br:8][C:5]1[CH:6]=[CH:7][C:2]([N:12]=[S:10]([CH3:13])([CH3:9])=[O:11])=[N:3][CH:4]=1. (4) Given the reactants [CH3:1][O:2][C:3]1[CH:17]=[CH:16][C:6]([CH2:7][O:8][C:9]2[C:14](=[O:15])[CH:13]=[CH:12][NH:11][CH:10]=2)=[CH:5][CH:4]=1.F[C:19]1[CH:24]=[C:23]([I:25])[CH:22]=[CH:21][N:20]=1.C([O-])([O-])=O.[K+].[K+], predict the reaction product. The product is: [I:25][C:23]1[CH:22]=[CH:21][N:20]=[C:19]([N:11]2[CH:12]=[CH:13][C:14](=[O:15])[C:9]([O:8][CH2:7][C:6]3[CH:5]=[CH:4][C:3]([O:2][CH3:1])=[CH:17][CH:16]=3)=[CH:10]2)[CH:24]=1. (5) The product is: [Cl:9][CH2:10][C:11]([N:1]1[CH2:8][CH2:7][CH2:6][C@@H:2]1[C:3]#[N:5])=[O:12]. Given the reactants [NH:1]1[CH2:8][CH2:7][CH2:6][C@@H:2]1[C:3]([NH2:5])=O.[Cl:9][CH2:10][C:11](Cl)=[O:12], predict the reaction product. (6) Given the reactants C(O[C:4](=[O:23])[CH:5]=[C:6]([C:13]1[CH:14]=[C:15]2[C:19](=[CH:20][CH:21]=1)[NH:18][C:17]([CH3:22])=[CH:16]2)[C:7]1[CH:12]=[CH:11][CH:10]=[CH:9][CH:8]=1)C.[NH:24]1C2C(=CC=CC=2C(C2C=CC=CC=2)=CC(NC)=O)C=[CH:25]1, predict the reaction product. The product is: [CH3:25][NH:24][C:4](=[O:23])[CH:5]=[C:6]([C:13]1[CH:14]=[C:15]2[C:19](=[CH:20][CH:21]=1)[NH:18][C:17]([CH3:22])=[CH:16]2)[C:7]1[CH:12]=[CH:11][CH:10]=[CH:9][CH:8]=1. (7) Given the reactants [CH2:1]([NH2:9])[CH2:2][C:3]1[CH:8]=[CH:7][CH:6]=[CH:5][CH:4]=1.[CH:10]1([CH:13]=O)[CH2:12][CH2:11]1, predict the reaction product. The product is: [CH:10]1([CH2:13][NH:9][CH2:1][CH2:2][C:3]2[CH:8]=[CH:7][CH:6]=[CH:5][CH:4]=2)[CH2:12][CH2:11]1. (8) Given the reactants [F:1][C:2]1[C:7]2[N:8]([CH3:13])[C:9](=[O:12])[O:10][CH2:11][C:6]=2[CH:5]=[C:4]([N+:14]([O-])=O)[CH:3]=1.[Cl-].[NH4+], predict the reaction product. The product is: [NH2:14][C:4]1[CH:3]=[C:2]([F:1])[C:7]2[N:8]([CH3:13])[C:9](=[O:12])[O:10][CH2:11][C:6]=2[CH:5]=1. (9) Given the reactants Br[C:2]1[CH:27]=[CH:26][C:5]([CH2:6][O:7][CH2:8][C@@H:9]2[CH2:11][C@@H:10]2[CH:12]2[CH2:17][CH2:16][N:15]([C:18]3[N:23]=[CH:22][C:21]([CH2:24][CH3:25])=[CH:20][N:19]=3)[CH2:14][CH2:13]2)=[CH:4][CH:3]=1.C([Sn](CCCC)(CCCC)[C:33]1[O:34][CH:35]=[CH:36][N:37]=1)CCC, predict the reaction product. The product is: [CH2:24]([C:21]1[CH:20]=[N:19][C:18]([N:15]2[CH2:16][CH2:17][CH:12]([C@H:10]3[CH2:11][C@H:9]3[CH2:8][O:7][CH2:6][C:5]3[CH:26]=[CH:27][C:2]([C:33]4[O:34][CH:35]=[CH:36][N:37]=4)=[CH:3][CH:4]=3)[CH2:13][CH2:14]2)=[N:23][CH:22]=1)[CH3:25].